From a dataset of Peptide-MHC class II binding affinity with 134,281 pairs from IEDB. Regression. Given a peptide amino acid sequence and an MHC pseudo amino acid sequence, predict their binding affinity value. This is MHC class II binding data. (1) The peptide sequence is EKVDAAFKVAATAAN. The MHC is DRB1_0405 with pseudo-sequence DRB1_0405. The binding affinity (normalized) is 0.559. (2) The peptide sequence is KKVIQLSRKTFDTEY. The MHC is DRB1_1501 with pseudo-sequence DRB1_1501. The binding affinity (normalized) is 0.290. (3) The peptide sequence is GDRGEKPASPAVQPDA. The MHC is HLA-DQA10501-DQB10302 with pseudo-sequence HLA-DQA10501-DQB10302. The binding affinity (normalized) is 0.848. (4) The MHC is DRB1_1001 with pseudo-sequence DRB1_1001. The binding affinity (normalized) is 0.0971. The peptide sequence is CGMFTNRSGSQQW. (5) The peptide sequence is GGVFHTMWHVTRGAF. The MHC is HLA-DQA10501-DQB10402 with pseudo-sequence HLA-DQA10501-DQB10402. The binding affinity (normalized) is 0.834. (6) The peptide sequence is GKGTLDGQGKAVWGK. The MHC is DRB1_1201 with pseudo-sequence DRB1_1201. The binding affinity (normalized) is 0.247. (7) The peptide sequence is AVQVTFTVQKGSDPKKLVLNIKYTRPGDSL. The MHC is HLA-DQA10501-DQB10301 with pseudo-sequence HLA-DQA10501-DQB10301. The binding affinity (normalized) is 0.505.